The task is: Predict the product of the given reaction.. This data is from Forward reaction prediction with 1.9M reactions from USPTO patents (1976-2016). (1) Given the reactants [CH3:1][S:2]([C:5]1[CH:25]=[CH:24][C:8]([O:9][C:10]2[C:15]3[CH2:16][C:17]([CH3:20])([CH3:19])[O:18][C:14]=3[CH:13]=[C:12]([C:21](O)=[O:22])[CH:11]=2)=[CH:7][CH:6]=1)(=[O:4])=[O:3].C(Cl)[Cl:27], predict the reaction product. The product is: [CH3:1][S:2]([C:5]1[CH:25]=[CH:24][C:8]([O:9][C:10]2[C:15]3[CH2:16][C:17]([CH3:20])([CH3:19])[O:18][C:14]=3[CH:13]=[C:12]([C:21]([Cl:27])=[O:22])[CH:11]=2)=[CH:7][CH:6]=1)(=[O:4])=[O:3]. (2) Given the reactants Br[C:2]1[CH:7]=[C:6](Br)[CH:5]=[C:4]([Br:9])[CH:3]=1.[C:10]1([NH:16][C:17]2[CH:29]=[CH:28][C:20]3[S:21][C:22]4[CH:27]=[CH:26][CH:25]=[CH:24][C:23]=4[C:19]=3[CH:18]=2)[CH:15]=[CH:14][CH:13]=[CH:12][CH:11]=1.[CH:43]1[CH:48]=[CH:47][C:46](P([C:43]2[CH:48]=[CH:47][CH:46]=[CH:45][CH:44]=2)[C:43]2[CH:48]=[CH:47][CH:46]=[CH:45][CH:44]=2)=[CH:45][CH:44]=1.[CH3:49][C:50]([O-])([CH3:52])[CH3:51].[Na+], predict the reaction product. The product is: [Br:9][C:4]1[CH:5]=[C:6]([N:16]([C:10]2[CH:11]=[CH:12][C:51]3[S:21][C:20]4[CH:19]=[CH:18][CH:17]=[CH:29][C:52]=4[C:50]=3[CH:49]=2)[C:43]2[CH:44]=[CH:45][CH:46]=[CH:47][CH:48]=2)[CH:7]=[C:2]([N:16]([C:17]2[CH:29]=[CH:28][C:20]3[S:21][C:22]4[CH:27]=[CH:26][CH:25]=[CH:24][C:23]=4[C:19]=3[CH:18]=2)[C:10]2[CH:15]=[CH:14][CH:13]=[CH:12][CH:11]=2)[CH:3]=1. (3) Given the reactants [N+:1]([C:4]1[CH:9]=[CH:8][C:7]([O:10][C:11]2[C:16]([CH:17]([CH3:19])[CH3:18])=[CH:15][CH:14]=[CH:13][C:12]=2[CH:20]([CH3:22])[CH3:21])=[CH:6][C:5]=1[O:23][CH3:24])([O-:3])=[O:2].CO[CH2:27][Cl:28], predict the reaction product. The product is: [CH:17]([C:16]1[CH:15]=[C:14]([CH:13]=[C:12]([CH:20]([CH3:22])[CH3:21])[C:11]=1[O:10][C:7]1[CH:8]=[CH:9][C:4]([N+:1]([O-:3])=[O:2])=[C:5]([O:23][CH3:24])[CH:6]=1)[CH2:27][Cl:28])([CH3:19])[CH3:18]. (4) Given the reactants [C:1]([C:3]1[CH:4]=[C:5]([C:9]([CH3:15])([CH3:14])[C:10]([O:12]C)=[O:11])[CH:6]=[CH:7][CH:8]=1)#[N:2].[OH-].[Na+].Cl, predict the reaction product. The product is: [C:1]([C:3]1[CH:4]=[C:5]([C:9]([CH3:15])([CH3:14])[C:10]([OH:12])=[O:11])[CH:6]=[CH:7][CH:8]=1)#[N:2]. (5) Given the reactants [Br:1][C:2]1[CH:7]=[CH:6][C:5]([CH2:8]Cl)=[C:4]([O:10][CH:11]2[CH2:16][CH2:15][CH2:14][CH2:13][CH2:12]2)[CH:3]=1.[I-].[K+].[C-:19]#[N:20].[K+].O, predict the reaction product. The product is: [Br:1][C:2]1[CH:7]=[CH:6][C:5]([CH2:8][C:19]#[N:20])=[C:4]([O:10][CH:11]2[CH2:16][CH2:15][CH2:14][CH2:13][CH2:12]2)[CH:3]=1. (6) Given the reactants [NH2:1][C:2]1[CH:3]=[CH:4][C:5]2[CH2:9][O:8][B:7]([OH:10])[C:6]=2[CH:11]=1.[NH:12]1[C:20]2[C:15](=[CH:16][C:17]([S:21](Cl)(=[O:23])=[O:22])=[CH:18][CH:19]=2)[CH:14]=[N:13]1.O, predict the reaction product. The product is: [OH:10][B:7]1[C:6]2[CH:11]=[C:2]([NH:1][S:21]([C:17]3[CH:16]=[C:15]4[C:20](=[CH:19][CH:18]=3)[NH:12][N:13]=[CH:14]4)(=[O:23])=[O:22])[CH:3]=[CH:4][C:5]=2[CH2:9][O:8]1. (7) Given the reactants [N:1]([C:4]1[CH:9]=[CH:8][CH:7]=[CH:6][C:5]=1[O:10][CH3:11])=[C:2]=[S:3].C[O:13][C:14](=O)[C:15]1[CH:20]=[CH:19][C:18]([CH3:21])=[CH:17][C:16]=1[NH2:22].C(O)(=O)C, predict the reaction product. The product is: [SH:3][C:2]1[N:1]([C:4]2[CH:9]=[CH:8][CH:7]=[CH:6][C:5]=2[O:10][CH3:11])[C:14](=[O:13])[C:15]2[C:16](=[CH:17][C:18]([CH3:21])=[CH:19][CH:20]=2)[N:22]=1.